Dataset: Catalyst prediction with 721,799 reactions and 888 catalyst types from USPTO. Task: Predict which catalyst facilitates the given reaction. (1) Reactant: [CH3:1][C:2]1[C:3]([N+:12]([O-:14])=[O:13])=[C:4]2[C:9](=[CH:10][CH:11]=1)[CH:8]=[N:7][CH:6]=[CH:5]2.ClC1C=C(C=CC=1)C(OO)=[O:20]. Product: [CH3:1][C:2]1[C:3]([N+:12]([O-:14])=[O:13])=[C:4]2[C:9](=[CH:10][CH:11]=1)[CH:8]=[N+:7]([O-:20])[CH:6]=[CH:5]2. The catalyst class is: 2. (2) Reactant: [CH3:1][O:2][CH2:3][C@@H:4]([CH3:7])[CH2:5][OH:6].C(N(CC)CC)C.[CH3:15][S:16](Cl)(=[O:18])=[O:17]. Product: [CH3:1][O:2][CH2:3][C@@H:4]([CH3:7])[CH2:5][O:6][S:16]([CH3:15])(=[O:18])=[O:17]. The catalyst class is: 4.